Task: Predict which catalyst facilitates the given reaction.. Dataset: Catalyst prediction with 721,799 reactions and 888 catalyst types from USPTO Reactant: [N:1]1([CH2:6][CH2:7][CH2:8][OH:9])[CH:5]=[N:4][CH:3]=[N:2]1.[C:10]([Si:14](Cl)([CH3:16])[CH3:15])([CH3:13])([CH3:12])[CH3:11].N1C=CN=C1. Product: [C:10]([Si:14]([CH3:16])([CH3:15])[O:9][CH2:8][CH2:7][CH2:6][N:1]1[CH:5]=[N:4][CH:3]=[N:2]1)([CH3:13])([CH3:12])[CH3:11]. The catalyst class is: 239.